This data is from Cav3 T-type calcium channel HTS with 100,875 compounds. The task is: Binary Classification. Given a drug SMILES string, predict its activity (active/inactive) in a high-throughput screening assay against a specified biological target. The molecule is s1n(c2ccccc2)c(=S)c(c1N)C(OCC)=O. The result is 0 (inactive).